Predict the reactants needed to synthesize the given product. From a dataset of Full USPTO retrosynthesis dataset with 1.9M reactions from patents (1976-2016). (1) Given the product [Cl-:25].[CH3:1][C:2]1[CH:7]=[CH:6][C:5]([C:8]2[O:9][CH:10]=[CH:11][N:12]=2)=[CH:4][C:3]=1[C:13]1[CH:18]=[CH:17][C:16]([NH:19][NH3+:21])=[CH:15][CH:14]=1, predict the reactants needed to synthesize it. The reactants are: [CH3:1][C:2]1[CH:7]=[CH:6][C:5]([C:8]2[O:9][CH:10]=[CH:11][N:12]=2)=[CH:4][C:3]=1[C:13]1[CH:18]=[CH:17][C:16]([NH2:19])=[CH:15][CH:14]=1.Cl.[N:21]([O-])=O.[Na+].[Cl:25][Sn]Cl. (2) Given the product [Cl:16][C:17]1[CH:18]=[C:19]([CH:20]=[CH:21][CH:22]=1)[O:23][CH2:2][CH2:3][CH2:4][NH2:5], predict the reactants needed to synthesize it. The reactants are: Br[CH2:2][CH2:3][CH2:4][N:5]1C(=O)C2=CC=CC=C2C1=O.[Cl:16][C:17]1[CH:18]=[C:19]([OH:23])[CH:20]=[CH:21][CH:22]=1. (3) Given the product [C:1]([C:5]1[O:9][N:8]=[C:7]([C:10]2[CH:15]=[C:14]([O:26][CH2:25][C:21]3([CH3:20])[CH2:24][O:23][CH2:22]3)[C:13]([CH:17]3[CH2:19][CH2:18]3)=[CH:12][N:11]=2)[N:6]=1)([CH3:4])([CH3:3])[CH3:2], predict the reactants needed to synthesize it. The reactants are: [C:1]([C:5]1[O:9][N:8]=[C:7]([C:10]2[CH:15]=[C:14](Cl)[C:13]([CH:17]3[CH2:19][CH2:18]3)=[CH:12][N:11]=2)[N:6]=1)([CH3:4])([CH3:3])[CH3:2].[CH3:20][C:21]1([CH2:25][OH:26])[CH2:24][O:23][CH2:22]1. (4) Given the product [CH3:23][CH:24]1[CH:25]([CH3:26])[O:16][C:6]2([CH2:5][C:4]([CH3:13])([C:9]([F:10])([F:11])[F:12])[C:3](=[O:14])[C:2]([CH3:1])=[CH:7]2)[O:8]1, predict the reactants needed to synthesize it. The reactants are: [CH3:1][C:2]1[C:3](=[O:14])[C:4]([CH3:13])([C:9]([F:12])([F:11])[F:10])[CH2:5][C:6](=[O:8])[CH:7]=1.C(OC)(OC)[O:16]C.O.[C:23]1(C)C=C[CH:26]=[CH:25][CH:24]=1. (5) Given the product [C:13]([O:17][C:18]([N:20]1[CH2:21][CH:22]=[C:23]([C:2]2[CH:7]=[CH:6][C:5]([N+:8]([O-:10])=[O:9])=[C:4]([O:11][CH3:12])[CH:3]=2)[CH2:24][CH2:25]1)=[O:19])([CH3:16])([CH3:14])[CH3:15], predict the reactants needed to synthesize it. The reactants are: Cl[C:2]1[CH:7]=[CH:6][C:5]([N+:8]([O-:10])=[O:9])=[C:4]([O:11][CH3:12])[CH:3]=1.[C:13]([O:17][C:18]([N:20]1[CH2:25][CH:24]=[C:23](B2OC(C)(C)C(C)(C)O2)[CH2:22][CH2:21]1)=[O:19])([CH3:16])([CH3:15])[CH3:14].C(=O)(O)[O-].[K+].O. (6) The reactants are: Cl.[CH3:2][O:3][C:4]([C:6]1([CH:18]([O:20]C(=O)C)[CH3:19])[CH2:10][CH2:9][N:8]([CH2:11][C:12]2[CH:17]=[CH:16][CH:15]=[CH:14][CH:13]=2)[CH2:7]1)=[O:5]. Given the product [CH3:2][O:3][C:4]([C:6]1([CH:18]([OH:20])[CH3:19])[CH2:10][CH2:9][N:8]([CH2:11][C:12]2[CH:17]=[CH:16][CH:15]=[CH:14][CH:13]=2)[CH2:7]1)=[O:5], predict the reactants needed to synthesize it. (7) The reactants are: [Br:1][C:2]1[CH:7]=[CH:6][C:5]([C:8]2[NH:12][N:11]=[N:10][N:9]=2)=[CH:4][CH:3]=1.[CH3:13][O:14][C:15]1[CH:22]=[CH:21][C:18]([CH2:19]Cl)=[CH:17][CH:16]=1.CCN(CC)CC. Given the product [Br:1][C:2]1[CH:7]=[CH:6][C:5]([C:8]2[N:12]([CH2:19][C:18]3[CH:21]=[CH:22][C:15]([O:14][CH3:13])=[CH:16][CH:17]=3)[N:11]=[N:10][N:9]=2)=[CH:4][CH:3]=1, predict the reactants needed to synthesize it. (8) Given the product [CH3:1][C:2]1[CH:7]=[C:6]([CH3:8])[CH:5]=[CH:4][C:3]=1[N:9]1[CH2:14][CH2:13][N:12]([C:15]([C:17]2[CH:18]=[CH:19][C:20]([N:23]3[CH2:27][CH:26]([CH2:28][N:33]4[CH2:34][CH2:35][CH2:32][CH2:31]4)[CH2:25][C:24]3=[O:30])=[CH:21][CH:22]=2)=[O:16])[CH2:11][CH2:10]1, predict the reactants needed to synthesize it. The reactants are: [CH3:1][C:2]1[CH:7]=[C:6]([CH3:8])[CH:5]=[CH:4][C:3]=1[N:9]1[CH2:14][CH2:13][N:12]([C:15]([C:17]2[CH:22]=[CH:21][C:20]([N:23]3[CH2:27][CH:26]([CH2:28]O)[CH2:25][C:24]3=[O:30])=[CH:19][CH:18]=2)=[O:16])[CH2:11][CH2:10]1.[CH2:31]([N:33](CC)[CH2:34][CH3:35])[CH3:32].S(Cl)(C)(=O)=O.O. (9) Given the product [C:35]([O:34][C:32]([N:30]1[CH2:31][C:28]2([C:24](=[N:23][O:22][CH3:21])[CH2:25][N:26]([C:11]3[C:12]([F:14])=[C:13]4[C:8]([C:7](=[O:17])[C:6]([C:18]([OH:20])=[O:19])=[CH:5][N:4]4[CH:1]4[CH2:3][CH2:2]4)=[CH:9][C:10]=3[F:16])[CH2:27]2)[CH2:29]1)=[O:33])([CH3:38])([CH3:37])[CH3:36], predict the reactants needed to synthesize it. The reactants are: [CH:1]1([N:4]2[C:13]3[C:8](=[CH:9][C:10]([F:16])=[C:11](F)[C:12]=3[F:14])[C:7](=[O:17])[C:6]([C:18]([OH:20])=[O:19])=[CH:5]2)[CH2:3][CH2:2]1.[CH3:21][O:22][N:23]=[C:24]1[C:28]2([CH2:31][N:30]([C:32]([O:34][C:35]([CH3:38])([CH3:37])[CH3:36])=[O:33])[CH2:29]2)[CH2:27][NH:26][CH2:25]1.